This data is from Catalyst prediction with 721,799 reactions and 888 catalyst types from USPTO. The task is: Predict which catalyst facilitates the given reaction. (1) Reactant: [Cl:1][C:2]1[CH:3]=[C:4]2[C:8](=[CH:9][C:10]=1[Cl:11])[NH:7][C:6](/[CH:12]=[CH:13]/[C:14](OCC)=[O:15])=[CH:5]2.CC(C[AlH]CC(C)C)C. Product: [Cl:1][C:2]1[CH:3]=[C:4]2[C:8](=[CH:9][C:10]=1[Cl:11])[NH:7][C:6](/[CH:12]=[CH:13]/[CH2:14][OH:15])=[CH:5]2. The catalyst class is: 1. (2) Reactant: CC1C=CC(S(O[CH2:12][C@H:13]([OH:24])[C:14]2[CH:15]=[N:16][C:17]([C:20]([F:23])([F:22])[F:21])=[CH:18][CH:19]=2)(=O)=O)=CC=1.[OH-].[K+]. Product: [O:24]1[CH2:12][C@H:13]1[C:14]1[CH:19]=[CH:18][C:17]([C:20]([F:21])([F:22])[F:23])=[N:16][CH:15]=1. The catalyst class is: 1. (3) Reactant: [C:1]1([CH2:6][C@H:7]([NH:14][C:15](=[O:39])[C@@H:16]([NH:26][C:27](=[O:38])[C@@H:28]([NH:30]C(=O)OC(C)(C)C)[CH3:29])[CH2:17][C:18]2[CH:23]=[CH:22][C:21]([O:24][CH3:25])=[CH:20][CH:19]=2)[C:8]([C@@:10]2([CH3:13])[CH2:12][O:11]2)=[O:9])[CH2:5][CH2:4][CH2:3][CH:2]=1.C(O)(C(F)(F)F)=O. Product: [NH2:30][C@@H:28]([CH3:29])[C:27]([NH:26][C@@H:16]([CH2:17][C:18]1[CH:23]=[CH:22][C:21]([O:24][CH3:25])=[CH:20][CH:19]=1)[C:15]([NH:14][C@@H:7]([CH2:6][C:1]1[CH2:5][CH2:4][CH2:3][CH:2]=1)[C:8]([C@@:10]1([CH3:13])[CH2:12][O:11]1)=[O:9])=[O:39])=[O:38]. The catalyst class is: 2. (4) Product: [CH2:1]([O:3][C:4]([C:6]1[C:7]([OH:27])=[C:8]2[CH:16]=[CH:15][N:14]([CH2:19][C:20]3[CH:25]=[CH:24][CH:23]=[CH:22][C:21]=3[F:26])[C:9]2=[C:10]([C:12]#[N:13])[N:11]=1)=[O:5])[CH3:2]. The catalyst class is: 45. Reactant: [CH2:1]([O:3][C:4]([C:6]1[C:7]([OH:27])=[C:8]2[C:16](Br)=[C:15](Br)[N:14]([CH2:19][C:20]3[CH:25]=[CH:24][CH:23]=[CH:22][C:21]=3[F:26])[C:9]2=[C:10]([C:12]#[N:13])[N:11]=1)=[O:5])[CH3:2].C([O-])=O.[NH4+]. (5) Reactant: [CH2:1]([CH:7]1[CH:10]([CH2:11][CH2:12][CH2:13][CH2:14][CH2:15][O:16]C2CCCCO2)[O:9][C:8]1=[O:23])[CH2:2][CH2:3][CH2:4][CH2:5][CH3:6].C1(C)C=CC(S([O-])(=O)=O)=CC=1.[NH+]1C=CC=CC=1. Product: [CH2:1]([C@H:7]1[C@H:10]([CH2:11][CH2:12][CH2:13][CH2:14][CH2:15][OH:16])[O:9][C:8]1=[O:23])[CH2:2][CH2:3][CH2:4][CH2:5][CH3:6]. The catalyst class is: 8. (6) Reactant: [CH2:1]([C:3]([C:23]1[CH:28]=[CH:27][C:26](OS(C(F)(F)F)(=O)=O)=[C:25]([CH3:37])[CH:24]=1)([C:6]1[CH:11]=[CH:10][C:9](/[CH:12]=[CH:13]/[C:14]2([OH:21])[CH2:20][CH2:19][CH2:18][CH2:17][CH2:16][CH2:15]2)=[C:8]([CH3:22])[CH:7]=1)[CH2:4][CH3:5])[CH3:2].C([O-])(=O)C.[K+].[B:52]1([B:52]2[O:56][C:55]([CH3:58])([CH3:57])[C:54]([CH3:60])([CH3:59])[O:53]2)[O:56][C:55]([CH3:58])([CH3:57])[C:54]([CH3:60])([CH3:59])[O:53]1.[Cl-].[NH4+]. Product: [CH2:1]([C:3]([C:6]1[CH:11]=[CH:10][C:9](/[CH:12]=[CH:13]/[C:14]2([OH:21])[CH2:15][CH2:16][CH2:17][CH2:18][CH2:19][CH2:20]2)=[C:8]([CH3:22])[CH:7]=1)([C:23]1[CH:28]=[CH:27][C:26]([B:52]2[O:53][C:54]([CH3:59])([CH3:60])[C:55]([CH3:57])([CH3:58])[O:56]2)=[C:25]([CH3:37])[CH:24]=1)[CH2:4][CH3:5])[CH3:2]. The catalyst class is: 418. (7) Reactant: [NH2:1][C@H:2]1[C@H:6]([OH:7])[CH2:5][N:4]([C:8]([O:10][C:11]([CH3:14])([CH3:13])[CH3:12])=[O:9])[CH2:3]1.CN(C)/[CH:17]=[C:18](/[C:24](=[O:33])[C:25]1[CH:30]=[C:29]([I:31])[CH:28]=[CH:27][C:26]=1F)\[C:19]([O:21][CH2:22][CH3:23])=[O:20].C(=O)([O-])[O-].[K+].[K+]. Product: [C:11]([O:10][C:8]([N:4]1[CH2:5][C@@H:6]([OH:7])[C@H:2]([N:1]2[C:26]3[C:25](=[CH:30][C:29]([I:31])=[CH:28][CH:27]=3)[C:24](=[O:33])[C:18]([C:19]([O:21][CH2:22][CH3:23])=[O:20])=[CH:17]2)[CH2:3]1)=[O:9])([CH3:14])([CH3:13])[CH3:12]. The catalyst class is: 6. (8) Reactant: [CH3:1][S:2][C:3]1[N:4]=[CH:5][C:6]2[CH:12]=[CH:11][C:10]([NH2:13])=[N:9][C:7]=2[N:8]=1.C[OH:15]. Product: [CH3:1][S:2]([C:3]1[N:4]=[CH:5][C:6]2[CH:12]=[CH:11][C:10]([NH2:13])=[N:9][C:7]=2[N:8]=1)=[O:15]. The catalyst class is: 4.